Dataset: Full USPTO retrosynthesis dataset with 1.9M reactions from patents (1976-2016). Task: Predict the reactants needed to synthesize the given product. (1) Given the product [CH3:17][C:5]1([CH3:18])[CH:4]([NH2:3])[CH2:8][CH2:7][N:6]1[CH2:9][C:11]1[CH:16]=[CH:15][CH:14]=[CH:13][CH:12]=1, predict the reactants needed to synthesize it. The reactants are: CO/[N:3]=[C:4]1/[C:5]([CH3:18])([CH3:17])[N:6]([C:9]([C:11]2[CH:16]=[CH:15][CH:14]=[CH:13][CH:12]=2)=O)[CH2:7][CH2:8]/1.[H-].[Al+3].[Li+].[H-].[H-].[H-].[OH-].[Na+]. (2) Given the product [N:1]([CH:4]([C:6]1[N:7]=[C:8]2[S:16][CH:15]=[C:14]([CH3:17])[N:9]2[C:10](=[O:13])[C:11]=1[C:21]1[CH:20]=[C:19]([F:18])[CH:24]=[C:23]([F:25])[CH:22]=1)[CH3:5])=[N+:2]=[N-:3], predict the reactants needed to synthesize it. The reactants are: [N:1]([CH:4]([C:6]1[N:7]=[C:8]2[S:16][CH:15]=[C:14]([CH3:17])[N:9]2[C:10](=[O:13])[C:11]=1Br)[CH3:5])=[N+:2]=[N-:3].[F:18][C:19]1[CH:20]=[C:21](B(O)O)[CH:22]=[C:23]([F:25])[CH:24]=1.C(=O)([O-])[O-].[Na+].[Na+].O.